From a dataset of Full USPTO retrosynthesis dataset with 1.9M reactions from patents (1976-2016). Predict the reactants needed to synthesize the given product. Given the product [Cl:10][C:6]1[CH:7]=[CH:8][CH:9]=[C:4]([Cl:3])[C:5]=1[C:11]1[C:15]([CH2:16][O:17][C:18]2[CH:23]=[CH:22][C:21]([C:24]3[CH:25]=[C:26]4[C:31](=[CH:32][CH:33]=3)[N:30]=[C:29]([C:34]([OH:36])=[O:35])[CH:28]=[C:27]4[CH3:39])=[CH:20][CH:19]=2)=[C:14]([CH:40]([CH3:42])[CH3:41])[O:13][N:12]=1, predict the reactants needed to synthesize it. The reactants are: [OH-].[Na+].[Cl:3][C:4]1[CH:9]=[CH:8][CH:7]=[C:6]([Cl:10])[C:5]=1[C:11]1[C:15]([CH2:16][O:17][C:18]2[CH:23]=[CH:22][C:21]([C:24]3[CH:25]=[C:26]4[C:31](=[CH:32][CH:33]=3)[N:30]=[C:29]([C:34]([O:36]CC)=[O:35])[CH:28]=[C:27]4[CH3:39])=[CH:20][CH:19]=2)=[C:14]([CH:40]([CH3:42])[CH3:41])[O:13][N:12]=1.Cl.O.